From a dataset of Reaction yield outcomes from USPTO patents with 853,638 reactions. Predict the reaction yield, written as a fraction of the theoretical maximum amount of product (1.0 means a 100% yield; for example, 0.34 means a 34% yield). (1) The reactants are [CH3:1][O:2][C:3](=[O:20])[CH2:4][CH2:5][CH2:6][CH2:7][CH2:8][CH2:9][CH2:10][CH2:11][CH2:12][CH2:13][CH2:14][CH2:15][CH2:16][CH2:17][CH2:18]Br.[C:21]([C:23]1[CH:28]=[CH:27][C:26]([C:29]2[CH:34]=[CH:33][C:32]([OH:35])=[CH:31][CH:30]=2)=[CH:25][CH:24]=1)#[N:22].C([O-])([O-])=O.[K+].[K+].C([O-])(O)=O.[Na+]. The catalyst is CC#N. The product is [CH3:1][O:2][C:3](=[O:20])[CH:4]([O:35][C:32]1[CH:31]=[CH:30][C:29]([C:26]2[CH:27]=[CH:28][C:23]([C:21]#[N:22])=[CH:24][CH:25]=2)=[CH:34][CH:33]=1)[CH2:5][CH2:6][CH2:7][CH2:8][CH2:9][CH2:10][CH2:11][CH2:12][CH2:13][CH2:14][CH2:15][CH2:16][CH2:17][CH3:18]. The yield is 0.840. (2) The reactants are [CH:1]1([N:4]2[CH2:10][CH2:9][CH2:8][N:7]([C:11]3[CH:21]=[CH:20][C:14]([C:15]([O:17]CC)=O)=[CH:13][CH:12]=3)[CH2:6][CH2:5]2)[CH2:3][CH2:2]1.[CH3:22][O:23][C:24]1[CH:25]=[C:26]([CH2:32][CH2:33][C:34]2[CH:35]=[C:36]([NH2:39])[NH:37][N:38]=2)[CH:27]=[C:28]([O:30][CH3:31])[CH:29]=1.C[Al](C)C.C(Cl)Cl.CCOCC. The catalyst is C1(C)C=CC=CC=1. The product is [CH:1]1([N:4]2[CH2:10][CH2:9][CH2:8][N:7]([C:11]3[CH:12]=[CH:13][C:14]([C:15]([NH:39][C:36]4[NH:37][N:38]=[C:34]([CH2:33][CH2:32][C:26]5[CH:27]=[C:28]([O:30][CH3:31])[CH:29]=[C:24]([O:23][CH3:22])[CH:25]=5)[CH:35]=4)=[O:17])=[CH:20][CH:21]=3)[CH2:6][CH2:5]2)[CH2:2][CH2:3]1. The yield is 0.337. (3) The reactants are [CH3:1][C:2]1[C:7](=O)[N:6](C(OC(C)(C)C)=O)[N:5]=[CH:4][C:3]=1[N:16]1[CH2:21][CH2:20][CH:19]([C:22]2[CH:27]=[CH:26][CH:25]=[CH:24][CH:23]=2)[CH2:18][CH2:17]1.P(Cl)(Cl)([Cl:30])=O. No catalyst specified. The product is [Cl:30][C:7]1[N:6]=[N:5][CH:4]=[C:3]([N:16]2[CH2:21][CH2:20][CH:19]([C:22]3[CH:27]=[CH:26][CH:25]=[CH:24][CH:23]=3)[CH2:18][CH2:17]2)[C:2]=1[CH3:1]. The yield is 0.770. (4) The reactants are [OH:1][C:2]1[C:7]([C:8]2[CH:13]=[CH:12][CH:11]=[CH:10][CH:9]=2)=[CH:6][N:5]=[CH:4][C:3]=1[C:14]1[CH:19]=[CH:18][CH:17]=[CH:16][CH:15]=1.[H-].[Na+].Cl[C:23]1[N:31]=[CH:30][N:29]=[C:28]2[C:24]=1[NH:25][CH:26]=[N:27]2. The catalyst is CN(C=O)C. The product is [O:1]=[C:2]1[C:7]([C:8]2[CH:13]=[CH:12][CH:11]=[CH:10][CH:9]=2)=[CH:6][N:5]([C:23]2[N:31]=[CH:30][N:29]=[C:28]3[C:24]=2[NH:25][CH:26]=[N:27]3)[CH:4]=[C:3]1[C:14]1[CH:15]=[CH:16][CH:17]=[CH:18][CH:19]=1. The yield is 0.400. (5) The reactants are [NH2:1][C:2]1[CH:11]=[CH:10][CH:9]=[C:8]2[C:3]=1[CH:4]=[CH:5][N:6]([CH2:13][C:14]1[CH:19]=[CH:18][CH:17]=[CH:16][CH:15]=1)[C:7]2=[O:12].CN1CCOCC1.[C:27]12([CH2:37][C:38](Cl)=[O:39])[CH2:36][CH:31]3[CH2:32][CH:33]([CH2:35][CH:29]([CH2:30]3)[CH2:28]1)[CH2:34]2. The catalyst is O1CCOCC1. The product is [C:27]12([CH2:37][C:38]([NH:1][C:2]3[CH:11]=[CH:10][CH:9]=[C:8]4[C:3]=3[CH:4]=[CH:5][N:6]([CH2:13][C:14]3[CH:19]=[CH:18][CH:17]=[CH:16][CH:15]=3)[C:7]4=[O:12])=[O:39])[CH2:34][CH:33]3[CH2:32][CH:31]([CH2:30][CH:29]([CH2:35]3)[CH2:28]1)[CH2:36]2. The yield is 0.530. (6) The reactants are [NH2:1][CH:2]1[CH2:6][CH2:5][N:4]([C:7]2[N:8]=[C:9]([NH:16][C:17]3[CH:22]=[CH:21][C:20]([O:23][CH3:24])=[C:19]([O:25][CH3:26])[CH:18]=3)[C:10]3[N:15]=[CH:14][S:13][C:11]=3[N:12]=2)[CH2:3]1.[NH:27]1[C:35]2[C:30](=[CH:31][C:32]([C:36](O)=[O:37])=[CH:33][CH:34]=2)[CH:29]=[N:28]1.CN1C=CN=C1.CCN=C=NCCCN(C)C. The catalyst is ClCCl. The product is [CH3:26][O:25][C:19]1[CH:18]=[C:17]([NH:16][C:9]2[C:10]3[N:15]=[CH:14][S:13][C:11]=3[N:12]=[C:7]([N:4]3[CH2:5][CH2:6][CH:2]([NH:1][C:36]([C:32]4[CH:31]=[C:30]5[C:35](=[CH:34][CH:33]=4)[NH:27][N:28]=[CH:29]5)=[O:37])[CH2:3]3)[N:8]=2)[CH:22]=[CH:21][C:20]=1[O:23][CH3:24]. The yield is 0.561. (7) The product is [CH3:9][O:8][C:5]1[CH:6]=[CH:7][C:2]([CH:1]([OH:10])[CH:11]=[CH2:12])=[CH:3][CH:4]=1. The catalyst is O1CCCC1. The yield is 0.510. The reactants are [CH:1](=[O:10])[C:2]1[CH:7]=[CH:6][C:5]([O:8][CH3:9])=[CH:4][CH:3]=1.[CH:11]([Mg]Br)=[CH2:12]. (8) The reactants are [Br:1][CH2:2][CH2:3][CH2:4][CH2:5][CH2:6][C:7]1[CH:12]=[CH:11][C:10]([C:13]2[CH:18]=[CH:17][CH:16]=[CH:15][CH:14]=2)=[CH:9][CH:8]=1.[N:19]1[CH:24]=[CH:23][C:22]([CH3:25])=[C:21]([CH3:26])[CH:20]=1. No catalyst specified. The product is [Br-:1].[C:10]1([C:13]2[CH:18]=[CH:17][CH:16]=[CH:15][CH:14]=2)[CH:11]=[CH:12][C:7]([CH2:6][CH2:5][CH2:4][CH2:3][CH2:2][N+:19]2[CH:24]=[CH:23][C:22]([CH3:25])=[C:21]([CH3:26])[CH:20]=2)=[CH:8][CH:9]=1. The yield is 0.870.